This data is from Full USPTO retrosynthesis dataset with 1.9M reactions from patents (1976-2016). The task is: Predict the reactants needed to synthesize the given product. (1) Given the product [C:4]([O:3][C:1](=[O:2])[NH:8][CH2:9][CH2:10][C:11]([CH:19]1[C:20](=[O:21])[O:22][C:15]([CH3:23])([CH3:14])[O:16][C:17]1=[O:18])=[O:13])([CH3:5])([CH3:6])[CH3:7], predict the reactants needed to synthesize it. The reactants are: [C:1]([NH:8][CH2:9][CH2:10][C:11]([OH:13])=O)([O:3][C:4]([CH3:7])([CH3:6])[CH3:5])=[O:2].[CH3:14][C:15]1([CH3:23])[O:22][C:20](=[O:21])[CH2:19][C:17](=[O:18])[O:16]1.Cl.CN(C)CCCN=C=NCC. (2) Given the product [OH:38][C@H:37]([C:39]1[CH:44]=[CH:43][CH:42]=[CH:41][CH:40]=1)[CH2:36][NH:35][C:16]([C@@H:9]1[CH2:10][C:11](=[N:13][O:14][CH3:15])[CH2:12][N:8]1[C:6]([C:29]1[CH:28]=[CH:27][C:26]([C:21]2[CH:22]=[CH:23][CH:24]=[CH:25][C:20]=2[CH3:19])=[CH:31][CH:30]=1)=[O:7])=[O:18], predict the reactants needed to synthesize it. The reactants are: C(O[C:6]([N:8]1[CH2:12][C:11](=[N:13][O:14][CH3:15])[CH2:10][C@H:9]1[C:16]([OH:18])=O)=[O:7])(C)(C)C.[CH3:19][C:20]1[CH:25]=[CH:24][CH:23]=[CH:22][C:21]=1[C:26]1[CH:31]=[CH:30][C:29](C(O)=O)=[CH:28][CH:27]=1.[NH2:35][CH2:36][C@@H:37]([C:39]1[CH:44]=[CH:43][CH:42]=[CH:41][CH:40]=1)[OH:38]. (3) The reactants are: [CH2:1]([N:8]1[CH2:13][CH2:12][N:11]([C:14]([O:16][C:17]([CH3:20])([CH3:19])[CH3:18])=[O:15])[C@H:10]([CH2:21][N:22]([CH:30]([CH3:32])[CH3:31])[C:23](=[O:29])[CH2:24][CH2:25][C:26]([OH:28])=O)[CH2:9]1)[C:2]1[CH:7]=[CH:6][CH:5]=[CH:4][CH:3]=1.[CH:33]1([NH2:36])[CH2:35][CH2:34]1.CCN=C=NCCCN(C)C.Cl.C1C=CC2N(O)N=NC=2C=1.C(=O)(O)[O-].[Na+]. Given the product [CH2:1]([N:8]1[CH2:13][CH2:12][N:11]([C:14]([O:16][C:17]([CH3:18])([CH3:19])[CH3:20])=[O:15])[C@H:10]([CH2:21][N:22]([C:23](=[O:29])[CH2:24][CH2:25][C:26]([NH:36][CH:33]2[CH2:35][CH2:34]2)=[O:28])[CH:30]([CH3:31])[CH3:32])[CH2:9]1)[C:2]1[CH:3]=[CH:4][CH:5]=[CH:6][CH:7]=1, predict the reactants needed to synthesize it. (4) The reactants are: [F:1][C:2]1[CH:27]=[C:26]([F:28])[CH:25]=[CH:24][C:3]=1[CH2:4][N:5]([CH2:16][C:17]1[CH:22]=[CH:21][C:20]([OH:23])=[CH:19][CH:18]=1)[C:6]1[CH:11]=[CH:10][CH:9]=[C:8]([N+:12]([O-:14])=[O:13])[C:7]=1[CH3:15].[Br:29][C:30]1[CH:35]=[CH:34][C:33](B(O)O)=[CH:32][CH:31]=1.C(N(CC)CC)C. Given the product [Br:29][C:30]1[CH:35]=[CH:34][C:33]([O:23][C:20]2[CH:21]=[CH:22][C:17]([CH2:16][N:5]([CH2:4][C:3]3[CH:24]=[CH:25][C:26]([F:28])=[CH:27][C:2]=3[F:1])[C:6]3[CH:11]=[CH:10][CH:9]=[C:8]([N+:12]([O-:14])=[O:13])[C:7]=3[CH3:15])=[CH:18][CH:19]=2)=[CH:32][CH:31]=1, predict the reactants needed to synthesize it. (5) Given the product [CH:24]1[C:25]2[C:20](=[CH:19][C:18]([C:15]3[S:14][C:13]([NH:12][CH2:10][CH:9]([OH:8])[CH2:28][C:29]4[CH:30]=[CH:31][CH:32]=[CH:33][CH:34]=4)=[N:17][N:16]=3)=[CH:27][CH:26]=2)[CH:21]=[CH:22][N:23]=1, predict the reactants needed to synthesize it. The reactants are: [Si]([O:8][CH:9]([CH2:28][C:29]1[CH:34]=[CH:33][CH:32]=[CH:31][CH:30]=1)[C:10]([NH:12][C:13]1[S:14][C:15]([C:18]2[CH:19]=[C:20]3[C:25](=[CH:26][CH:27]=2)[CH:24]=[N:23][CH:22]=[CH:21]3)=[N:16][N:17]=1)=O)(C(C)(C)C)(C)C.[H-].[Al+3].[Li+].[H-].[H-].[H-].[C@H](O)(C([O-])=O)[C@@H](O)C([O-])=O.[Na+].[K+]. (6) Given the product [CH3:16][S:17]([N:20]1[CH2:25][CH2:24][N:23]([CH2:41][C:36]2[CH:37]=[CH:38][CH:39]=[C:40]3[C:35]=2[CH2:34][CH2:33][NH:32]3)[CH2:22][CH2:21]1)(=[O:19])=[O:18], predict the reactants needed to synthesize it. The reactants are: C(O[BH-](OC(=O)C)OC(=O)C)(=O)C.[Na+].Cl.[CH3:16][S:17]([N:20]1[CH2:25][CH2:24][NH:23][CH2:22][CH2:21]1)(=[O:19])=[O:18].N1C=CC=CC=1.[NH:32]1[C:40]2[CH:39]=[CH:38][CH:37]=[C:36]([CH:41]=O)[C:35]=2[CH:34]=[CH:33]1. (7) Given the product [Cl:26][C:20]1[CH:19]=[C:18]([CH2:17][NH:16][C:15]2[C:14]3[C:9](=[CH:10][CH:11]=[C:12]([C:27]#[N:28])[CH:13]=3)[N:8]=[CH:7][C:6]=2[C:4]([OH:5])=[O:3])[CH:23]=[CH:22][C:21]=1[O:24][CH3:25], predict the reactants needed to synthesize it. The reactants are: C([O:3][C:4]([C:6]1[CH:7]=[N:8][C:9]2[C:14]([C:15]=1[NH:16][CH2:17][C:18]1[CH:23]=[CH:22][C:21]([O:24][CH3:25])=[C:20]([Cl:26])[CH:19]=1)=[CH:13][C:12]([C:27]#[N:28])=[CH:11][CH:10]=2)=[O:5])C.C1COCC1.[OH-].[Na+].Cl.